Dataset: Catalyst prediction with 721,799 reactions and 888 catalyst types from USPTO. Task: Predict which catalyst facilitates the given reaction. (1) Reactant: S(Cl)(C)(=O)=O.[CH2:6]([N:8]([CH:11](O)[CH2:12][CH3:13])[CH2:9][CH3:10])[CH3:7].[C:15]([NH:20][C:21]1[CH:26]=[CH:25][CH:24]=[CH:23][C:22]=1O)(=[O:19])[CH2:16][CH2:17][CH3:18].C([O-])([O-])=[O:29].[K+].[K+]. Product: [CH2:6]([N:8]([CH2:11][CH2:12][CH2:13][O:29][CH2:18][CH2:17][CH2:16][C:15]([NH:20][C:21]1[CH:26]=[CH:25][CH:24]=[CH:23][CH:22]=1)=[O:19])[CH2:9][CH3:10])[CH3:7]. The catalyst class is: 59. (2) The catalyst class is: 9. Product: [C:3]([C:7]1[CH:12]=[C:11]([Cl:13])[CH:10]=[CH:9][C:8]=1[N:14]1[CH2:19][CH2:18][N:17]([C:25](=[O:26])[CH2:24][C:23]([O:22][CH2:20][CH3:21])=[O:28])[CH2:16][CH2:15]1)([CH3:6])([CH3:4])[CH3:5]. Reactant: Cl.Cl.[C:3]([C:7]1[CH:12]=[C:11]([Cl:13])[CH:10]=[CH:9][C:8]=1[N:14]1[CH2:19][CH2:18][NH:17][CH2:16][CH2:15]1)([CH3:6])([CH3:5])[CH3:4].[CH2:20]([O:22][C:23](=[O:28])[CH2:24][C:25](O)=[O:26])[CH3:21].C(N(CC)CC)C.CCN=C=NCCCN(C)C.C1C=CC2N(O)N=NC=2C=1.C([O-])(O)=O.[Na+]. (3) Reactant: Cl.[CH3:2][O:3][NH:4][CH3:5].[CH:6]1([CH2:11][CH:12]([C:16]2[CH:21]=[CH:20][C:19]([S:22]([CH3:25])(=[O:24])=[O:23])=[CH:18][CH:17]=2)[C:13](O)=[O:14])[CH2:10][CH2:9][CH2:8][CH2:7]1.Cl.CN(C)CCCN=C=NCC.ON1C2C=CC=CC=2N=N1. Product: [CH:6]1([CH2:11][CH:12]([C:16]2[CH:21]=[CH:20][C:19]([S:22]([CH3:25])(=[O:24])=[O:23])=[CH:18][CH:17]=2)[C:13]([N:4]([O:3][CH3:2])[CH3:5])=[O:14])[CH2:10][CH2:9][CH2:8][CH2:7]1. The catalyst class is: 842. (4) Reactant: [CH3:1][C:2]1[N:3]=[C:4]([NH2:17])[O:5][C:6]=1[C:7]1[C:16]2[C:11](=[CH:12][CH:13]=[CH:14][CH:15]=2)[CH:10]=[CH:9][CH:8]=1.[Cl:18]N1C(=O)CCC1=O. Product: [Cl:18][CH2:1][C:2]1[N:3]=[C:4]([NH2:17])[O:5][C:6]=1[C:7]1[C:16]2[C:11](=[CH:12][CH:13]=[CH:14][CH:15]=2)[CH:10]=[CH:9][CH:8]=1. The catalyst class is: 4. (5) Reactant: I.[NH2:2][C:3]1[C:4]([C:11]([NH:13][C:14](=[NH:17])SC)=[O:12])=[N:5][C:6]([Cl:10])=[C:7]([NH2:9])[N:8]=1.C(N(CC)CC)C.[C:25]([O:29][C:30](=[O:48])[NH:31][CH2:32][CH2:33][C:34](=[O:47])[NH:35][C:36]1[CH:41]=[CH:40][C:39]([CH2:42][CH2:43][CH2:44][CH2:45][NH2:46])=[CH:38][CH:37]=1)([CH3:28])([CH3:27])[CH3:26]. Product: [C:25]([O:29][C:30](=[O:48])[NH:31][CH2:32][CH2:33][C:34](=[O:47])[NH:35][C:36]1[CH:41]=[CH:40][C:39]([CH2:42][CH2:43][CH2:44][CH2:45][NH:46][C:14]([NH2:17])=[N:13][C:11]([C:4]2[C:3]([NH2:2])=[N:8][C:7]([NH2:9])=[C:6]([Cl:10])[N:5]=2)=[O:12])=[CH:38][CH:37]=1)([CH3:28])([CH3:26])[CH3:27]. The catalyst class is: 8.